From a dataset of NCI-60 drug combinations with 297,098 pairs across 59 cell lines. Regression. Given two drug SMILES strings and cell line genomic features, predict the synergy score measuring deviation from expected non-interaction effect. (1) Drug 1: C1CCN(CC1)CCOC2=CC=C(C=C2)C(=O)C3=C(SC4=C3C=CC(=C4)O)C5=CC=C(C=C5)O. Drug 2: CC(CN1CC(=O)NC(=O)C1)N2CC(=O)NC(=O)C2. Cell line: SNB-75. Synergy scores: CSS=-0.319, Synergy_ZIP=-0.823, Synergy_Bliss=-2.34, Synergy_Loewe=-4.09, Synergy_HSA=-3.31. (2) Drug 1: CN1C(=O)N2C=NC(=C2N=N1)C(=O)N. Drug 2: C#CCC(CC1=CN=C2C(=N1)C(=NC(=N2)N)N)C3=CC=C(C=C3)C(=O)NC(CCC(=O)O)C(=O)O. Cell line: HL-60(TB). Synergy scores: CSS=60.6, Synergy_ZIP=5.21, Synergy_Bliss=-0.522, Synergy_Loewe=-1.71, Synergy_HSA=0.527. (3) Drug 1: CC12CCC3C(C1CCC2=O)CC(=C)C4=CC(=O)C=CC34C. Drug 2: CC12CCC3C(C1CCC2OP(=O)(O)O)CCC4=C3C=CC(=C4)OC(=O)N(CCCl)CCCl.[Na+]. Cell line: OVCAR3. Synergy scores: CSS=1.19, Synergy_ZIP=-15.7, Synergy_Bliss=-31.9, Synergy_Loewe=-31.9, Synergy_HSA=-31.6. (4) Drug 1: CNC(=O)C1=CC=CC=C1SC2=CC3=C(C=C2)C(=NN3)C=CC4=CC=CC=N4. Drug 2: CS(=O)(=O)CCNCC1=CC=C(O1)C2=CC3=C(C=C2)N=CN=C3NC4=CC(=C(C=C4)OCC5=CC(=CC=C5)F)Cl. Cell line: HOP-92. Synergy scores: CSS=-1.02, Synergy_ZIP=0.188, Synergy_Bliss=-1.86, Synergy_Loewe=-3.76, Synergy_HSA=-3.28.